Dataset: Retrosynthesis with 50K atom-mapped reactions and 10 reaction types from USPTO. Task: Predict the reactants needed to synthesize the given product. (1) Given the product COc1cncc(-c2cc(N)n(C(=O)OC(C)(C)C)n2)c1, predict the reactants needed to synthesize it. The reactants are: CC(C)(C)OC(=O)OC(=O)OC(C)(C)C.COc1cncc(-c2cc(N)[nH]n2)c1. (2) Given the product CCOC(=O)C1CCCC1N(Cc1ccc(F)cc1)C(=O)CC1=NS(=O)(=O)c2ccccc2N1, predict the reactants needed to synthesize it. The reactants are: CCOC(=O)C1CCCC1NCc1ccc(F)cc1.O=C(O)CC1=NS(=O)(=O)c2ccccc2N1. (3) Given the product CSc1nc(F)cc(NN)n1, predict the reactants needed to synthesize it. The reactants are: CSc1nc(F)cc(F)n1.NN. (4) Given the product O=c1cc(OCc2ccc(F)cn2)cnn1C1CCCCO1, predict the reactants needed to synthesize it. The reactants are: Fc1ccc(CBr)nc1.O=c1cc(O)cnn1C1CCCCO1. (5) Given the product CCOC(=O)CC(C)c1ccc(NC(=O)Cc2ccc([N+](=O)[O-])c(OC(C)=O)c2)cn1, predict the reactants needed to synthesize it. The reactants are: CC(=O)Oc1cc(CC(=O)O)ccc1[N+](=O)[O-].CCOC(=O)CC(C)c1ccc(N)cn1.